This data is from Forward reaction prediction with 1.9M reactions from USPTO patents (1976-2016). The task is: Predict the product of the given reaction. Given the reactants Cl.[F:2][C:3]1[CH:8]=[CH:7][C:6]([CH:9]([C:17]2[CH:22]=[CH:21][C:20]([F:23])=[CH:19][CH:18]=2)[CH:10]2[C:15](=[O:16])[CH2:14][CH2:13][NH:12][CH2:11]2)=[CH:5][CH:4]=1.[N+:24]([C:27]1[CH:34]=[CH:33][C:30]([CH2:31]Br)=[CH:29][CH:28]=1)([O-:26])=[O:25].C(=O)([O-])[O-].[K+].[K+], predict the reaction product. The product is: [F:2][C:3]1[CH:8]=[CH:7][C:6]([CH:9]([C:17]2[CH:18]=[CH:19][C:20]([F:23])=[CH:21][CH:22]=2)[CH:10]2[C:15](=[O:16])[CH2:14][CH2:13][N:12]([CH2:31][C:30]3[CH:33]=[CH:34][C:27]([N+:24]([O-:26])=[O:25])=[CH:28][CH:29]=3)[CH2:11]2)=[CH:5][CH:4]=1.